Dataset: Forward reaction prediction with 1.9M reactions from USPTO patents (1976-2016). Task: Predict the product of the given reaction. (1) Given the reactants [OH:1][C:2]1[CH:7]=[CH:6][CH:5]=[CH:4][C:3]=1[C:8](=[N:14][N:15]([CH3:17])[CH3:16])[N:9]1[CH:13]=[CH:12][N:11]=[CH:10]1.Cl[CH2:19][O:20][C:21]1[CH:26]=[CH:25][C:24]([Cl:27])=[CH:23][CH:22]=1.C(=O)([O-])[O-].[K+].[K+].C(OCC)(=O)C, predict the reaction product. The product is: [Cl:27][C:24]1[CH:25]=[CH:26][C:21]([O:20][CH2:19][O:1][C:2]2[CH:7]=[CH:6][CH:5]=[CH:4][C:3]=2[C:8](=[N:14][N:15]([CH3:17])[CH3:16])[N:9]2[CH:13]=[CH:12][N:11]=[CH:10]2)=[CH:22][CH:23]=1. (2) Given the reactants [OH:1]/[C:2](/[C:18]1[CH:23]=[CH:22][C:21]([CH3:24])=[CH:20][CH:19]=1)=[CH:3]\[C:4]([C:6]1[CH:11]=[C:10]([CH3:12])[CH:9]=[CH:8][C:7]=1[NH:13][C:14](=S)[S:15]C)=[O:5].C[O-].[Na+].Cl, predict the reaction product. The product is: [OH:5][C:4]1[C:6]2[C:7](=[CH:8][CH:9]=[C:10]([CH3:12])[CH:11]=2)[NH:13][C:14](=[S:15])[C:3]=1[C:2]([C:18]1[CH:23]=[CH:22][C:21]([CH3:24])=[CH:20][CH:19]=1)=[O:1]. (3) Given the reactants Cl[CH2:2][C:3]1[C:4]([S:9][CH:10]([CH3:12])[CH3:11])=[N:5][CH:6]=[CH:7][CH:8]=1.C([O:15][C:16](=[O:28])[CH2:17][CH2:18][C:19]1[CH:24]=[CH:23][C:22]([OH:25])=[C:21]([CH3:26])[C:20]=1[CH3:27])C, predict the reaction product. The product is: [CH:10]([S:9][C:4]1[C:3]([CH2:2][O:25][C:22]2[CH:23]=[CH:24][C:19]([CH2:18][CH2:17][C:16]([OH:28])=[O:15])=[C:20]([CH3:27])[C:21]=2[CH3:26])=[CH:8][CH:7]=[CH:6][N:5]=1)([CH3:12])[CH3:11]. (4) Given the reactants [C:1]([O:5][C:6]([NH:8][C@H:9]([CH2:29][C:30]1[CH:35]=[C:34]([F:36])[C:33]([F:37])=[CH:32][C:31]=1[F:38])[CH2:10][C:11]([N:13]1[CH2:18][CH2:17][N:16]2[C:19]([C:25]([F:28])([F:27])[F:26])=[N:20][C:21]([C:22](O)=[O:23])=[C:15]2[CH2:14]1)=[O:12])=[O:7])([CH3:4])([CH3:3])[CH3:2].[S:39]1[CH2:43][CH2:42][NH:41][CH2:40]1.C(N(CC)CC)C.O=C1N(P(Cl)(N2CCOC2=O)=O)CCO1, predict the reaction product. The product is: [C:1]([O:5][C:6](=[O:7])[NH:8][C@H:9]([CH2:29][C:30]1[CH:35]=[C:34]([F:36])[C:33]([F:37])=[CH:32][C:31]=1[F:38])[CH2:10][C:11](=[O:12])[N:13]1[CH2:18][CH2:17][N:16]2[C:19]([C:25]([F:27])([F:28])[F:26])=[N:20][C:21]([C:22]([N:41]3[CH2:42][CH2:43][S:39][CH2:40]3)=[O:23])=[C:15]2[CH2:14]1)([CH3:4])([CH3:3])[CH3:2]. (5) Given the reactants C([N:8]1[CH:12]=[N:11][C:10]([NH:13][C:14]2[CH:19]=[C:18]([Cl:20])[C:17]([F:21])=[C:16]([Cl:22])[CH:15]=2)=[N:9]1)C1C=CC=CC=1.Cl.[H][H], predict the reaction product. The product is: [Cl:20][C:18]1[CH:19]=[C:14]([NH:13][C:10]2[N:11]=[CH:12][NH:8][N:9]=2)[CH:15]=[C:16]([Cl:22])[C:17]=1[F:21].